Dataset: Catalyst prediction with 721,799 reactions and 888 catalyst types from USPTO. Task: Predict which catalyst facilitates the given reaction. Reactant: [Cl:1][C:2]1[CH:7]=[CH:6][C:5]([N+:8]([O-:10])=[O:9])=[CH:4][C:3]=1[C:11]([C:13]1[NH:14][CH:15]=[CH:16][CH:17]=1)=[O:12].C1C(=O)N([Br:25])C(=O)C1. Product: [Br:25][C:16]1[CH:17]=[C:13]([C:11]([C:3]2[CH:4]=[C:5]([N+:8]([O-:10])=[O:9])[CH:6]=[CH:7][C:2]=2[Cl:1])=[O:12])[NH:14][CH:15]=1. The catalyst class is: 1.